This data is from Full USPTO retrosynthesis dataset with 1.9M reactions from patents (1976-2016). The task is: Predict the reactants needed to synthesize the given product. The reactants are: [Br:1]Br.[CH3:3][O:4][C:5](=[O:13])[C:6]1[CH:11]=[CH:10][N:9]=[C:8]([NH2:12])[CH:7]=1.S([O-])([O-])(=O)=S.[Na+].[Na+]. Given the product [CH3:3][O:4][C:5](=[O:13])[C:6]1[C:11]([Br:1])=[CH:10][N:9]=[C:8]([NH2:12])[CH:7]=1, predict the reactants needed to synthesize it.